Task: Predict the reactants needed to synthesize the given product.. Dataset: Full USPTO retrosynthesis dataset with 1.9M reactions from patents (1976-2016) (1) The reactants are: [OH:1][CH:2]1[CH2:8][CH2:7][CH:6]2[CH:3]1[CH2:4][C:5]2=[O:9].CCN(CC)CC.[C:17](Cl)(=[O:24])[C:18]1[CH:23]=[CH:22][CH:21]=[CH:20][CH:19]=1. Given the product [C:17]([O:1][CH:2]1[CH2:8][CH2:7][CH:6]2[CH:3]1[CH2:4][C:5]2=[O:9])(=[O:24])[C:18]1[CH:23]=[CH:22][CH:21]=[CH:20][CH:19]=1, predict the reactants needed to synthesize it. (2) Given the product [CH2:24]1[CH2:23][O:22][C:19]2[CH:20]=[CH:21][C:16]([NH:15][C:13]3[C:12]([F:26])=[CH:11][N:10]=[C:9]([NH:8][C:4]4[CH:5]=[CH:6][CH:7]=[C:2]([NH:1][CH2:28][CH2:29][OH:30])[CH:3]=4)[N:14]=3)=[CH:17][C:18]=2[O:25]1, predict the reactants needed to synthesize it. The reactants are: [NH2:1][C:2]1[CH:3]=[C:4]([NH:8][C:9]2[N:14]=[C:13]([NH:15][C:16]3[CH:21]=[CH:20][C:19]4[O:22][CH2:23][CH2:24][O:25][C:18]=4[CH:17]=3)[C:12]([F:26])=[CH:11][N:10]=2)[CH:5]=[CH:6][CH:7]=1.Br[CH2:28][CH2:29][OH:30]. (3) Given the product [CH3:1][C:2]1([CH3:37])[C:6]2([CH2:7][CH2:8][CH:9]([C:12]3[C:16]([CH2:17][N:18]([CH3:30])[CH2:19][CH2:20][N:21]([CH3:29])[C:22](=[O:28])[O:23][C:24]([CH3:25])([CH3:26])[CH3:27])=[CH:15][N:14]([CH:31]4[CH2:36][CH2:35][CH2:34][CH2:33][O:32]4)[N:13]=3)[CH2:10][CH2:11]2)[CH2:5][CH2:4][O:3]1, predict the reactants needed to synthesize it. The reactants are: [CH3:1][C:2]1([CH3:37])[C:6]2([CH2:11][CH2:10][C:9]([C:12]3[C:16]([CH2:17][N:18]([CH3:30])[CH2:19][CH2:20][N:21]([CH3:29])[C:22](=[O:28])[O:23][C:24]([CH3:27])([CH3:26])[CH3:25])=[CH:15][N:14]([CH:31]4[CH2:36][CH2:35][CH2:34][CH2:33][O:32]4)[N:13]=3)=[CH:8][CH2:7]2)[CH2:5][CH2:4][O:3]1.[H][H]. (4) Given the product [CH2:28]([S:11][CH2:9][C@:8]1([CH3:1])[NH:21][CH:18]([C:15]2[CH:16]=[CH:17][CH:12]=[CH:13][CH:14]=2)[CH2:19][O:20]1)[C:22]1[CH:27]=[CH:26][CH:25]=[CH:24][CH:23]=1, predict the reactants needed to synthesize it. The reactants are: [CH2:1]([CH2:8][C:9](=[S:11])C)C1C=CC=CC=1.[CH:12]1[CH:17]=[CH:16][C:15]([C@@H:18]([NH2:21])[CH2:19][OH:20])=[CH:14][CH:13]=1.[C:22]1([CH3:28])[CH:27]=[CH:26][CH:25]=[CH:24][CH:23]=1.